Dataset: Catalyst prediction with 721,799 reactions and 888 catalyst types from USPTO. Task: Predict which catalyst facilitates the given reaction. Product: [C:14]1([C:4]2[N:3]=[C:2]([NH:20][C:21]3[CH:26]=[CH:25][C:24]([S:27]([NH:30][CH3:31])(=[O:29])=[O:28])=[CH:23][CH:22]=3)[CH:7]=[C:6]([C:8]3[CH:13]=[CH:12][CH:11]=[CH:10][CH:9]=3)[N:5]=2)[CH:19]=[CH:18][CH:17]=[CH:16][CH:15]=1. The catalyst class is: 114. Reactant: Cl[C:2]1[CH:7]=[C:6]([C:8]2[CH:13]=[CH:12][CH:11]=[CH:10][CH:9]=2)[N:5]=[C:4]([C:14]2[CH:19]=[CH:18][CH:17]=[CH:16][CH:15]=2)[N:3]=1.[NH2:20][C:21]1[CH:26]=[CH:25][C:24]([S:27]([NH:30][CH3:31])(=[O:29])=[O:28])=[CH:23][CH:22]=1.